From a dataset of Forward reaction prediction with 1.9M reactions from USPTO patents (1976-2016). Predict the product of the given reaction. (1) Given the reactants [C:1](=[O:55])([O:12][CH2:13][CH:14]([CH2:35][O:36][CH2:37][CH2:38][CH2:39][CH2:40][CH2:41][CH2:42][CH2:43][CH2:44]/[CH:45]=[CH:46]\[CH2:47]/[CH:48]=[CH:49]\[CH2:50][CH2:51][CH2:52][CH2:53][CH3:54])[CH2:15][O:16][CH2:17][CH2:18][CH2:19][CH2:20][CH2:21][CH2:22][CH2:23][CH2:24]/[CH:25]=[CH:26]\[CH2:27]/[CH:28]=[CH:29]\[CH2:30][CH2:31][CH2:32][CH2:33][CH3:34])OC1C=CC([N+]([O-])=O)=CC=1.[CH2:56]([N:58]([CH2:62][CH3:63])[CH2:59][CH2:60][NH2:61])[CH3:57], predict the reaction product. The product is: [CH2:56]([N:58]([CH2:62][CH3:63])[CH2:59][CH2:60][NH:61][C:1](=[O:55])[O:12][CH2:13][CH:14]([CH2:15][O:16][CH2:17][CH2:18][CH2:19][CH2:20][CH2:21][CH2:22][CH2:23][CH2:24]/[CH:25]=[CH:26]\[CH2:27]/[CH:28]=[CH:29]\[CH2:30][CH2:31][CH2:32][CH2:33][CH3:34])[CH2:35][O:36][CH2:37][CH2:38][CH2:39][CH2:40][CH2:41][CH2:42][CH2:43][CH2:44]/[CH:45]=[CH:46]\[CH2:47]/[CH:48]=[CH:49]\[CH2:50][CH2:51][CH2:52][CH2:53][CH3:54])[CH3:57]. (2) The product is: [Br:1][C:2]1[C:3]([CH3:9])=[N:4][O:5][C:6]=1[CH2:7][O:8][Si:13]([CH:17]([CH3:19])[CH3:18])([CH:14]([CH3:16])[CH3:15])[CH:11]([CH3:12])[CH3:10]. Given the reactants [Br:1][C:2]1[C:3]([CH3:9])=[N:4][O:5][C:6]=1[CH2:7][OH:8].[CH3:10][CH:11]([Si:13](Cl)([CH:17]([CH3:19])[CH3:18])[CH:14]([CH3:16])[CH3:15])[CH3:12].N1C=CN=C1, predict the reaction product. (3) Given the reactants Br[C:2]1[CH:7]=[CH:6][CH:5]=[CH:4][N:3]=1.[CH2:8]([C:12]1[O:13][C:14]2[C:20]([F:21])=[CH:19][C:18]([F:22])=[CH:17][C:15]=2[N:16]=1)[CH2:9][C:10]#[CH:11], predict the reaction product. The product is: [F:22][C:18]1[CH:19]=[C:20]([F:21])[C:14]2[O:13][C:12]([CH2:8][CH2:9][C:10]#[C:11][C:2]3[CH:7]=[CH:6][CH:5]=[CH:4][N:3]=3)=[N:16][C:15]=2[CH:17]=1. (4) Given the reactants [CH:1]1[C:10]2[C:5](=[CH:6][CH:7]=[CH:8][CH:9]=2)[CH:4]=[CH:3][C:2]=1[C:11]([NH:13][CH:14]1[C:21](=[O:22])[N:20]2[CH:23]([C:26](O)=[O:27])[CH2:24][CH2:25][CH:19]2[CH2:18][CH:17]=[CH:16][CH2:15]1)=[O:12].CCN=C=NCCCN(C)C.C1C=CC2N(O)N=NC=2C=1.CN1CCOCC1.[CH2:57]([O:64][C:65](=[O:78])[CH2:66][CH:67]([NH2:77])[CH2:68][O:69][Si:70]([C:73]([CH3:76])([CH3:75])[CH3:74])([CH3:72])[CH3:71])[C:58]1[CH:63]=[CH:62][CH:61]=[CH:60][CH:59]=1, predict the reaction product. The product is: [CH2:57]([O:64][C:65](=[O:78])[CH2:66][CH:67]([NH:77][C:26]([CH:23]1[N:20]2[C:21](=[O:22])[CH:14]([NH:13][C:11]([C:2]3[CH:3]=[CH:4][C:5]4[C:10](=[CH:9][CH:8]=[CH:7][CH:6]=4)[CH:1]=3)=[O:12])[CH2:15][CH:16]=[CH:17][CH2:18][CH:19]2[CH2:25][CH2:24]1)=[O:27])[CH2:68][O:69][Si:70]([C:73]([CH3:74])([CH3:75])[CH3:76])([CH3:72])[CH3:71])[C:58]1[CH:59]=[CH:60][CH:61]=[CH:62][CH:63]=1. (5) Given the reactants Br[C:2]1[CH:3]=[N:4][C:5]([N:8]2[C:16]3[C:11](=[CH:12][CH:13]=[C:14]([C:17]([N:19]4[CH2:24][CH2:23][O:22][CH2:21][CH2:20]4)=[O:18])[CH:15]=3)[C:10]([CH2:25][OH:26])=[CH:9]2)=[N:6][CH:7]=1.[F:27][C:28]1[CH:33]=[CH:32][CH:31]=[CH:30][C:29]=1B(O)O, predict the reaction product. The product is: [F:27][C:28]1[CH:33]=[CH:32][CH:31]=[CH:30][C:29]=1[C:2]1[CH:3]=[N:4][C:5]([N:8]2[C:16]3[C:11](=[CH:12][CH:13]=[C:14]([C:17]([N:19]4[CH2:24][CH2:23][O:22][CH2:21][CH2:20]4)=[O:18])[CH:15]=3)[C:10]([CH2:25][OH:26])=[CH:9]2)=[N:6][CH:7]=1. (6) Given the reactants [NH2:1][C:2]1[N:6]=[CH:5][NH:4][N:3]=1.[C:7]([N+:11]#[C-:12])([CH3:10])([CH3:9])[CH3:8].[Cl:13][C:14]1[CH:21]=[C:20]([Cl:22])[CH:19]=[CH:18][C:15]=1[CH:16]=O, predict the reaction product. The product is: [C:7]([NH:11][C:12]1[N:3]2[NH:4][CH:5]=[N:6][C:2]2=[N:1][C:16]=1[C:15]1[CH:18]=[CH:19][C:20]([Cl:22])=[CH:21][C:14]=1[Cl:13])([CH3:10])([CH3:9])[CH3:8]. (7) Given the reactants [OH:1][C:2]1[CH:3]=[CH:4][C:5]([CH2:8][CH2:9][C:10]([O:12][CH2:13][CH3:14])=[O:11])=[N:6][CH:7]=1.[C:15](O[C:15]([O:17][C:18]([CH3:21])([CH3:20])[CH3:19])=[O:16])([O:17][C:18]([CH3:21])([CH3:20])[CH3:19])=[O:16].C(N(CC)CC)C, predict the reaction product. The product is: [CH2:13]([O:12][C:10](=[O:11])[CH2:9][CH2:8][C@H:5]1[CH2:4][CH2:3][C@H:2]([OH:1])[CH2:7][N:6]1[C:15]([O:17][C:18]([CH3:21])([CH3:20])[CH3:19])=[O:16])[CH3:14]. (8) Given the reactants P(Cl)(Cl)(Cl)=O.[CH:6]1([C:12]2[C:20]3[C:15](=[CH:16][C:17]([C:21]([NH2:23])=O)=[CH:18][CH:19]=3)[N:14]([CH3:24])[C:13]=2[C:25]2[CH:29]=[CH:28][O:27][CH:26]=2)[CH2:11][CH2:10][CH2:9][CH2:8][CH2:7]1, predict the reaction product. The product is: [CH:6]1([C:12]2[C:20]3[C:15](=[CH:16][C:17]([C:21]#[N:23])=[CH:18][CH:19]=3)[N:14]([CH3:24])[C:13]=2[C:25]2[CH:29]=[CH:28][O:27][CH:26]=2)[CH2:7][CH2:8][CH2:9][CH2:10][CH2:11]1. (9) Given the reactants C([O-])([O-])=O.[Na+].[Na+].[OH:7][C:8]([CH3:41])([CH3:40])[CH2:9][C@@:10]1([C:34]2[CH:39]=[CH:38][CH:37]=[CH:36][CH:35]=2)[O:15][C:14](=[O:16])[N:13]([C@H:17]([C:19]2[CH:24]=[CH:23][C:22](B3OC(C)(C)C(C)(C)O3)=[CH:21][CH:20]=2)[CH3:18])[CH2:12][CH2:11]1.Cl[C:43]1[CH:44]=[C:45]([CH3:51])[C:46](=[O:50])[N:47]([CH3:49])[N:48]=1, predict the reaction product. The product is: [CH3:49][N:47]1[C:46](=[O:50])[C:45]([CH3:51])=[CH:44][C:43]([C:22]2[CH:21]=[CH:20][C:19]([C@@H:17]([N:13]3[CH2:12][CH2:11][C@:10]([CH2:9][C:8]([OH:7])([CH3:40])[CH3:41])([C:34]4[CH:39]=[CH:38][CH:37]=[CH:36][CH:35]=4)[O:15][C:14]3=[O:16])[CH3:18])=[CH:24][CH:23]=2)=[N:48]1.